This data is from Forward reaction prediction with 1.9M reactions from USPTO patents (1976-2016). The task is: Predict the product of the given reaction. (1) Given the reactants [NH:1]1[CH:5]=[C:4]([C:6]([OH:8])=[O:7])[N:3]=[CH:2]1.F[C:10]1[CH:17]=[CH:16][C:13]([C:14]#[N:15])=[CH:12][C:11]=1[F:18].C(N(CC)C(C)C)(C)C, predict the reaction product. The product is: [C:14]([C:13]1[CH:16]=[CH:17][C:10]([N:1]2[CH:5]=[C:4]([C:6]([OH:8])=[O:7])[N:3]=[CH:2]2)=[C:11]([F:18])[CH:12]=1)#[N:15]. (2) Given the reactants [Cl:1][C:2]1[C:3]([C:22]2[S:26][C:25]([C:27]3([OH:31])[CH2:30][CH2:29][CH2:28]3)=[N:24][CH:23]=2)=[C:4]2[CH:10]=[C:9](I)[N:8]([S:12]([C:15]3[CH:21]=[CH:20][C:18]([CH3:19])=[CH:17][CH:16]=3)(=[O:14])=[O:13])[C:5]2=[N:6][CH:7]=1.[CH:32]([C:34]1[CH:39]=[CH:38][C:37](B(O)O)=[CH:36][CH:35]=1)=[O:33].C(=O)(O)[O-], predict the reaction product. The product is: [Cl:1][C:2]1[C:3]([C:22]2[S:26][C:25]([C:27]3([OH:31])[CH2:30][CH2:29][CH2:28]3)=[N:24][CH:23]=2)=[C:4]2[CH:10]=[C:9]([C:37]3[CH:38]=[CH:39][C:34]([CH:32]=[O:33])=[CH:35][CH:36]=3)[N:8]([S:12]([C:15]3[CH:21]=[CH:20][C:18]([CH3:19])=[CH:17][CH:16]=3)(=[O:14])=[O:13])[C:5]2=[N:6][CH:7]=1. (3) Given the reactants [CH2:1]([N:8]1[CH:13]=[CH:12][C:11](=[O:14])[C:10]2[C:15]([C:19]3[CH:24]=[CH:23][CH:22]=[CH:21][CH:20]=3)=[C:16](I)[O:17][C:9]1=2)[C:2]1[CH:7]=[CH:6][CH:5]=[CH:4][CH:3]=1.[C:25]([C:28]1[CH:29]=[C:30](B(O)O)[CH:31]=[CH:32][CH:33]=1)([OH:27])=[O:26].C(=O)([O-])[O-].[Na+].[Na+].CC#N, predict the reaction product. The product is: [CH2:1]([N:8]1[CH:13]=[CH:12][C:11](=[O:14])[C:10]2[C:15]([C:19]3[CH:24]=[CH:23][CH:22]=[CH:21][CH:20]=3)=[C:16]([C:32]3[CH:33]=[C:28]([CH:29]=[CH:30][CH:31]=3)[C:25]([OH:27])=[O:26])[O:17][C:9]1=2)[C:2]1[CH:7]=[CH:6][CH:5]=[CH:4][CH:3]=1. (4) Given the reactants C(=O)(O)[O-].[Na+].[C:17]([O:16][C:14](O[C:14]([O:16][C:17]([CH3:20])([CH3:19])[CH3:18])=[O:15])=[O:15])([CH3:20])([CH3:19])[CH3:18].Cl.[OH:22][CH2:23][CH2:24][O:25][C:26]1[S:27][CH:28]=[C:29]([C:31]([NH2:33])=[NH:32])[N:30]=1, predict the reaction product. The product is: [C:17]([O:16][C:14](=[O:15])[NH:33][C:31]([C:29]1[N:30]=[C:26]([O:25][CH2:24][CH2:23][OH:22])[S:27][CH:28]=1)=[NH:32])([CH3:18])([CH3:19])[CH3:20]. (5) Given the reactants C([O:5][C:6](=[O:26])[CH2:7][NH:8][C:9]([C:11]1[CH:20]=[C:19]2[C:14]([C:15]([Cl:25])=[CH:16][N:17]=[C:18]2[NH:21][C:22]([NH2:24])=[NH:23])=[CH:13][CH:12]=1)=[O:10])(C)(C)C.[C:27]([C:31]([OH:33])=[O:32])([F:30])([F:29])[F:28], predict the reaction product. The product is: [F:28][C:27]([F:30])([F:29])[C:31]([OH:33])=[O:32].[Cl:25][C:15]1[C:14]2[C:19](=[CH:20][C:11]([C:9]([NH:8][CH2:7][C:6]([OH:26])=[O:5])=[O:10])=[CH:12][CH:13]=2)[C:18]([NH:21][C:22]([NH2:24])=[NH:23])=[N:17][CH:16]=1. (6) Given the reactants Cl.[CH2:2]([O:9][C:10]1[CH:16]=[CH:15][C:13]([NH2:14])=[CH:12][CH:11]=1)[C:3]1[CH:8]=[CH:7][CH:6]=[CH:5][CH:4]=1.C([Mg]Br)C.[Cl:21][C:22]1[CH:29]=[C:28]([Cl:30])[CH:27]=[CH:26][C:23]=1[C:24]#[N:25].O, predict the reaction product. The product is: [CH2:2]([O:9][C:10]1[CH:11]=[CH:12][C:13]([NH:14][C:24](=[NH:25])[C:23]2[CH:26]=[CH:27][C:28]([Cl:30])=[CH:29][C:22]=2[Cl:21])=[CH:15][CH:16]=1)[C:3]1[CH:4]=[CH:5][CH:6]=[CH:7][CH:8]=1.